From a dataset of Full USPTO retrosynthesis dataset with 1.9M reactions from patents (1976-2016). Predict the reactants needed to synthesize the given product. (1) The reactants are: [F:1][C:2]1[CH:3]=[CH:4][C:5]2[S:13][C:12]3[CH2:11][CH2:10][NH:9][C:8](=[O:14])[C:7]=3[C:6]=2[CH:15]=1.Br[C:17]1[CH:18]=[N:19][CH:20]=[CH:21][C:22]=1[C:23]([F:26])([F:25])[F:24].P([O-])([O-])([O-])=O.[K+].[K+].[K+]. Given the product [F:1][C:2]1[CH:3]=[CH:4][C:5]2[S:13][C:12]3[CH2:11][CH2:10][N:9]([C:17]4[CH:18]=[N:19][CH:20]=[CH:21][C:22]=4[C:23]([F:26])([F:25])[F:24])[C:8](=[O:14])[C:7]=3[C:6]=2[CH:15]=1, predict the reactants needed to synthesize it. (2) Given the product [Br:1][C:2]1[CH:3]=[C:4]2[CH2:14][NH:22][CH2:8][C:5]2=[N:6][CH:7]=1, predict the reactants needed to synthesize it. The reactants are: [Br:1][C:2]1[CH:3]=[C:4]([CH2:14]OS(C)(=O)=O)[C:5]([CH2:8]OS(C)(=O)=O)=[N:6][CH:7]=1.CO.[NH3:22]. (3) Given the product [NH2:1][C:2]1[N:11]=[CH:10][C:9]2[C:8](=[O:12])[CH2:7][CH:6]([C:13]3[CH:18]=[CH:17][C:16]([F:19])=[CH:15][C:14]=3[C:23]3[CH:22]=[N:21][CH:26]=[CH:25][CH:24]=3)[CH2:5][C:4]=2[N:3]=1, predict the reactants needed to synthesize it. The reactants are: [NH2:1][C:2]1[N:11]=[CH:10][C:9]2[C:8](=[O:12])[CH2:7][CH:6]([C:13]3[CH:18]=[CH:17][C:16]([F:19])=[CH:15][C:14]=3Br)[CH2:5][C:4]=2[N:3]=1.[N:21]1[CH:26]=[CH:25][CH:24]=[C:23](B(O)O)[CH:22]=1.C(=O)([O-])[O-].[K+].[K+]. (4) Given the product [F:1][C:2]([F:38])([F:39])[C:3]1[CH:4]=[C:5]([CH:31]=[C:32]([C:34]([F:37])([F:36])[F:35])[CH:33]=1)[CH2:6][O:7][CH2:8][C@@:9]1([C:25]2[CH:30]=[CH:29][CH:28]=[CH:27][CH:26]=2)[CH2:13][CH2:12][C@H:11]([NH2:14])[CH2:10]1, predict the reactants needed to synthesize it. The reactants are: [F:1][C:2]([F:39])([F:38])[C:3]1[CH:4]=[C:5]([CH:31]=[C:32]([C:34]([F:37])([F:36])[F:35])[CH:33]=1)[CH2:6][O:7][CH2:8][C@@:9]1([C:25]2[CH:30]=[CH:29][CH:28]=[CH:27][CH:26]=2)[CH2:13][CH2:12][C@H:11]([N:14]2C(=O)C3C(=CC=CC=3)C2=O)[CH2:10]1.NN.